Dataset: Peptide-MHC class I binding affinity with 185,985 pairs from IEDB/IMGT. Task: Regression. Given a peptide amino acid sequence and an MHC pseudo amino acid sequence, predict their binding affinity value. This is MHC class I binding data. (1) The peptide sequence is MMARDTAEA. The MHC is HLA-B08:01 with pseudo-sequence HLA-B08:01. The binding affinity (normalized) is 0.0847. (2) The binding affinity (normalized) is 0.464. The peptide sequence is CPKIFNNNY. The MHC is HLA-B53:01 with pseudo-sequence HLA-B53:01. (3) The peptide sequence is RAHYNIVTI. The MHC is H-2-Db with pseudo-sequence H-2-Db. The binding affinity (normalized) is 1.00. (4) The binding affinity (normalized) is 0.331. The MHC is HLA-A31:01 with pseudo-sequence HLA-A31:01. The peptide sequence is VSTGESSILR. (5) The peptide sequence is GSSDFQVHFLK. The MHC is HLA-A31:01 with pseudo-sequence HLA-A31:01. The binding affinity (normalized) is 0.357. (6) The peptide sequence is KTFPPTEPK. The MHC is HLA-B15:01 with pseudo-sequence HLA-B15:01. The binding affinity (normalized) is 0.0847. (7) The peptide sequence is ALIAVLTGGV. The MHC is HLA-A02:01 with pseudo-sequence HLA-A02:01. The binding affinity (normalized) is 0.812.